From a dataset of Full USPTO retrosynthesis dataset with 1.9M reactions from patents (1976-2016). Predict the reactants needed to synthesize the given product. (1) Given the product [OH:13][CH2:14][C:15]1[CH:20]=[C:19]([C:7]2[CH:8]=[CH:9][CH:10]=[C:5]([C:4]([O:3][CH2:1][CH3:2])=[O:12])[CH:6]=2)[CH:18]=[CH:17][CH:16]=1, predict the reactants needed to synthesize it. The reactants are: [CH2:1]([O:3][C:4](=[O:12])[C:5]1[CH:10]=[CH:9][CH:8]=[C:7](Br)[CH:6]=1)[CH3:2].[OH:13][CH2:14][C:15]1[CH:16]=[C:17](B(O)O)[CH:18]=[CH:19][CH:20]=1.C([O-])([O-])=O.[K+].[K+].CO. (2) Given the product [OH:13][C:11]1[CH:10]=[C:9]([C:21]([NH:23][C:24]2[N:29]=[CH:28][C:27]([C:30]([O:32][CH3:33])=[O:31])=[CH:26][CH:25]=2)=[O:22])[CH:8]=[C:7]([O:6][C@@H:2]([CH3:1])[CH2:3][O:4][CH3:5])[CH:12]=1, predict the reactants needed to synthesize it. The reactants are: [CH3:1][C@H:2]([O:6][C:7]1[CH:8]=[C:9]([C:21]([NH:23][C:24]2[N:29]=[CH:28][C:27]([C:30]([O:32][CH3:33])=[O:31])=[CH:26][CH:25]=2)=[O:22])[CH:10]=[C:11]([O:13]CC2C=CC=CC=2)[CH:12]=1)[CH2:3][O:4][CH3:5].CO.[H][H].